This data is from Reaction yield outcomes from USPTO patents with 853,638 reactions. The task is: Predict the reaction yield, written as a fraction of the theoretical maximum amount of product (1.0 means a 100% yield; for example, 0.34 means a 34% yield). (1) The reactants are Cl[C:2]1[CH:7]=[C:6]([O:8][CH3:9])[N:5]=[CH:4][C:3]=1[C:10]1[N:11]([CH2:24][CH2:25][OH:26])[CH:12]=[C:13]([C:15]2[N:16]([CH:21]([CH3:23])[CH3:22])[N:17]=[C:18]([CH3:20])[N:19]=2)[N:14]=1.[H-].[Na+].O. The catalyst is CN(C=O)C. The product is [CH:21]([N:16]1[C:15]([C:13]2[N:14]=[C:10]3[N:11]([CH2:24][CH2:25][O:26][C:2]4[CH:7]=[C:6]([O:8][CH3:9])[N:5]=[CH:4][C:3]=43)[CH:12]=2)=[N:19][C:18]([CH3:20])=[N:17]1)([CH3:23])[CH3:22]. The yield is 0.500. (2) The reactants are Cl.[NH:2]1[CH:6]=[CH:5][CH:4]=[C:3]1[CH2:7][NH2:8].[C:9]([C:13]1[CH:22]=[CH:21][C:16]([CH2:17][N:18]=[C:19]=[S:20])=[CH:15][CH:14]=1)([CH3:12])([CH3:11])[CH3:10]. The catalyst is ClCCl. The product is [C:9]([C:13]1[CH:22]=[CH:21][C:16]([CH2:17][NH:18][C:19]([NH:8][CH2:7][C:3]2[NH:2][CH:6]=[CH:5][CH:4]=2)=[S:20])=[CH:15][CH:14]=1)([CH3:12])([CH3:10])[CH3:11]. The yield is 0.650.